From a dataset of Reaction yield outcomes from USPTO patents with 853,638 reactions. Predict the reaction yield, written as a fraction of the theoretical maximum amount of product (1.0 means a 100% yield; for example, 0.34 means a 34% yield). (1) The yield is 0.830. The product is [C:19]([O:18][C:17]([N:16]([CH2:15][C:12]1[C:11]([F:25])=[C:10]([C:9]2[C:4]([F:3])=[N:5][CH:6]=[CH:7][CH:8]=2)[N:14]([S:42]([C:45]2[O:49][C:48]([C:50]([O:52][CH3:53])=[O:51])=[CH:47][CH:46]=2)(=[O:43])=[O:44])[CH:13]=1)[CH3:24])=[O:23])([CH3:21])([CH3:22])[CH3:20]. The reactants are [H-].[Na+].[F:3][C:4]1[C:9]([C:10]2[NH:14][CH:13]=[C:12]([CH2:15][N:16]([CH3:24])[C:17](=[O:23])[O:18][C:19]([CH3:22])([CH3:21])[CH3:20])[C:11]=2[F:25])=[CH:8][CH:7]=[CH:6][N:5]=1.C1OCCOCCOCCOCCOC1.Cl[S:42]([C:45]1[O:49][C:48]([C:50]([O:52][CH3:53])=[O:51])=[CH:47][CH:46]=1)(=[O:44])=[O:43]. The catalyst is O1CCCC1.O. (2) The reactants are [Cl:1][C:2]1[C:3]([C:8]2[CH:9]=[C:10]3[C:14](=[C:15]([O:17][C:18]4[CH:23]=[CH:22][C:21]([S:24]([CH3:27])(=[O:26])=[O:25])=[CH:20][CH:19]=4)[CH:16]=2)[N:13](COC)[N:12]=[C:11]3[NH:31][C:32]2[CH:36]=[CH:35][N:34]([CH3:37])[N:33]=2)=[N:4][CH:5]=[CH:6][CH:7]=1.Cl.C(=O)([O-])O.[Na+]. The catalyst is C(O)C. The product is [Cl:1][C:2]1[C:3]([C:8]2[CH:9]=[C:10]3[C:14](=[C:15]([O:17][C:18]4[CH:19]=[CH:20][C:21]([S:24]([CH3:27])(=[O:26])=[O:25])=[CH:22][CH:23]=4)[CH:16]=2)[NH:13][N:12]=[C:11]3[NH:31][C:32]2[CH:36]=[CH:35][N:34]([CH3:37])[N:33]=2)=[N:4][CH:5]=[CH:6][CH:7]=1. The yield is 0.200. (3) The yield is 0.760. The reactants are [CH2:1]([O:3][C:4]([C:6]1([C:9]2[CH:14]=[CH:13][C:12]([C:15]3[CH:20]=[CH:19][C:18]([C:21]4[S:22][C:23]([F:29])=CC=4C(O)=O)=[CH:17][CH:16]=3)=[CH:11][CH:10]=2)[CH2:8][CH2:7]1)=[O:5])[CH3:2].C([N:32]([CH2:35][CH3:36])[CH2:33]C)C.C1(P(N=[N+]=[N-])(C2C=CC=CC=2)=[O:44])C=CC=CC=1.[CH3:54][C:55]1[C:56]([CH:60]([OH:62])[CH3:61])=[CH:57][S:58][CH:59]=1. The catalyst is C1(C)C=CC=CC=1.O.C(OCC)(=O)C. The product is [CH2:1]([O:3][C:4]([C:6]1([C:9]2[CH:14]=[CH:13][C:12]([C:15]3[CH:20]=[CH:19][C:18]([C:21]4[S:22][C:23]([F:29])=[CH:36][C:35]=4[NH:32][C:33]([O:62][CH:60]([C:56]4[C:55]([CH3:54])=[CH:59][S:58][CH:57]=4)[CH3:61])=[O:44])=[CH:17][CH:16]=3)=[CH:11][CH:10]=2)[CH2:8][CH2:7]1)=[O:5])[CH3:2]. (4) The reactants are CO[C:3]([C:5]1[CH:14]=[CH:13][C:8]2[NH:9][C:10](=[S:12])[NH:11][C:7]=2[CH:6]=1)=[O:4].Br[CH:16](Br)[CH3:17].Cl.[OH-].[Na+]. The catalyst is C(O)C.CN(C=O)C. The product is [S:12]1[CH2:17][CH2:16][N:9]2[C:8]3[CH:13]=[CH:14][C:5]([CH2:3][OH:4])=[CH:6][C:7]=3[N:11]=[C:10]12. The yield is 0.600. (5) The reactants are [C:1]1(B(O)O)[CH:6]=[CH:5][CH:4]=[CH:3][CH:2]=1.[F-].[K+].Br[C:13]1[CH:22]=[CH:21][C:16]([NH:17][C:18](=[O:20])[CH3:19])=[CH:15][CH:14]=1. The catalyst is C([O-])(=O)C.[Pd+2].C([O-])(=O)C.C1(C2C=CC=CC=2)C=CC=CC=1. The product is [C:18]([NH:17][C:16]1[CH:21]=[CH:22][C:13]([C:1]2[CH:6]=[CH:5][CH:4]=[CH:3][CH:2]=2)=[CH:14][CH:15]=1)(=[O:20])[CH3:19]. The yield is 0.860. (6) The reactants are [CH3:1][C:2]1[C:7]([N+:8]([O-])=O)=[CH:6][C:5]([C:11]([F:14])([F:13])[F:12])=[CH:4][N:3]=1. The catalyst is CCO.[Pd]. The product is [CH3:1][C:2]1[C:7]([NH2:8])=[CH:6][C:5]([C:11]([F:13])([F:12])[F:14])=[CH:4][N:3]=1. The yield is 3.99. (7) The reactants are Cl.[CH3:2][NH:3][O:4][CH3:5].C(N(C(C)C)CC)(C)C.[C:15]([O:19][C:20]([N:22]1[CH2:27][CH2:26][CH:25]([C:28]([OH:30])=O)[CH2:24][CH2:23]1)=[O:21])([CH3:18])([CH3:17])[CH3:16]. The catalyst is CN(C)C=O.O. The product is [CH3:5][O:4][N:3]([CH3:2])[C:28]([CH:25]1[CH2:24][CH2:23][N:22]([C:20]([O:19][C:15]([CH3:16])([CH3:17])[CH3:18])=[O:21])[CH2:27][CH2:26]1)=[O:30]. The yield is 0.990. (8) The reactants are [N:1]1[CH:6]=[CH:5][CH:4]=[C:3]([NH2:7])[N:2]=1.N1C=CC=CC=1.Cl[C:15]([O:17][C:18]1[CH:23]=[CH:22][CH:21]=[CH:20][CH:19]=1)=[O:16]. The catalyst is C1COCC1.CC#N. The product is [N:1]1[CH:6]=[CH:5][CH:4]=[C:3]([NH:7][C:15](=[O:16])[O:17][C:18]2[CH:23]=[CH:22][CH:21]=[CH:20][CH:19]=2)[N:2]=1. The yield is 0.700.